Task: Regression. Given a peptide amino acid sequence and an MHC pseudo amino acid sequence, predict their binding affinity value. This is MHC class II binding data.. Dataset: Peptide-MHC class II binding affinity with 134,281 pairs from IEDB (1) The peptide sequence is GAVDIINKWQVVAPQ. The MHC is HLA-DQA10104-DQB10503 with pseudo-sequence HLA-DQA10104-DQB10503. The binding affinity (normalized) is 0.0607. (2) The peptide sequence is AAPGAAVASAAAPAS. The MHC is DRB1_0405 with pseudo-sequence DRB1_0405. The binding affinity (normalized) is 0.186. (3) The peptide sequence is KYTVIITVHTGDQHQ. The MHC is DRB1_0101 with pseudo-sequence DRB1_0101. The binding affinity (normalized) is 0.889.